From a dataset of Forward reaction prediction with 1.9M reactions from USPTO patents (1976-2016). Predict the product of the given reaction. Given the reactants [NH2:1][C@@H:2]([CH2:10][CH:11]([CH3:13])[CH3:12])[C:3]([O:5][C:6]([CH3:9])([CH3:8])[CH3:7])=[O:4].C(=O)([O-])[O-].[K+].[K+].Br[CH2:21][CH2:22][O:23][CH2:24][CH2:25]Br, predict the reaction product. The product is: [CH3:12][CH:11]([CH3:13])[CH2:10][C@H:2]([N:1]1[CH2:25][CH2:24][O:23][CH2:22][CH2:21]1)[C:3]([O:5][C:6]([CH3:7])([CH3:8])[CH3:9])=[O:4].